Dataset: Peptide-MHC class I binding affinity with 185,985 pairs from IEDB/IMGT. Task: Regression. Given a peptide amino acid sequence and an MHC pseudo amino acid sequence, predict their binding affinity value. This is MHC class I binding data. (1) The peptide sequence is FHRKKTDAL. The MHC is HLA-A68:02 with pseudo-sequence HLA-A68:02. The binding affinity (normalized) is 0.0847. (2) The peptide sequence is MWLSYFVASF. The MHC is HLA-A24:02 with pseudo-sequence HLA-A24:02. The binding affinity (normalized) is 0.747.